Dataset: Reaction yield outcomes from USPTO patents with 853,638 reactions. Task: Predict the reaction yield, written as a fraction of the theoretical maximum amount of product (1.0 means a 100% yield; for example, 0.34 means a 34% yield). (1) The reactants are O=[C:2]1[CH2:8][CH:7]2[N:9]([C:10]3[C:19]4[C:14](=[CH:15][CH:16]=[CH:17][CH:18]=4)[C:13]([C:20]#[N:21])=[CH:12][CH:11]=3)[CH:4]([CH2:5][CH2:6]2)[CH2:3]1.C([O-])(=O)C.[NH4+].C([BH3-])#[N:28].[Na+].[ClH:31]. The catalyst is CO. The product is [ClH:31].[NH2:28][CH:2]1[CH2:8][CH:7]2[N:9]([C:10]3[C:19]4[C:14](=[CH:15][CH:16]=[CH:17][CH:18]=4)[C:13]([C:20]#[N:21])=[CH:12][CH:11]=3)[CH:4]([CH2:5][CH2:6]2)[CH2:3]1. The yield is 0.360. (2) The reactants are [OH:1][C:2]1[CH:7]=[CH:6][C:5]([C:8]2[CH:12]=[C:11]([C:13]([NH2:15])=[O:14])[O:10][N:9]=2)=[CH:4][CH:3]=1.C([O-])([O-])=O.[K+].[K+].[F:22][C:23]1[CH:24]=[C:25]([CH:28]=[CH:29][C:30]=1[F:31])[CH2:26]Br. The catalyst is [I-].C([N+](CCCC)(CCCC)CCCC)CCC.CN(C=O)C. The product is [F:22][C:23]1[CH:24]=[C:25]([CH:28]=[CH:29][C:30]=1[F:31])[CH2:26][O:1][C:2]1[CH:3]=[CH:4][C:5]([C:8]2[CH:12]=[C:11]([C:13]([NH2:15])=[O:14])[O:10][N:9]=2)=[CH:6][CH:7]=1. The yield is 0.180. (3) The reactants are C[O:2][C:3](=[O:38])[C@@H:4]([NH:15][C:16](=[O:37])[C:17]1[CH:22]=[CH:21][C:20]([I:23])=[CH:19][C:18]=1[NH:24][S:25]([C:28]1[C:33]2=[N:34][S:35][N:36]=[C:32]2[CH:31]=[CH:30][CH:29]=1)(=[O:27])=[O:26])[C:5]([C:8]1[CH:13]=[CH:12][C:11]([Cl:14])=[CH:10][CH:9]=1)([CH3:7])[CH3:6].N1SN=C2C(S(NC3C=C(I)C=CC=3C(O)=O)(=O)=O)=CC=CC=12.COC(=O)[C@@H](N)C(C1C=CC(Cl)=CC=1)(C)C. No catalyst specified. The product is [N:36]1[S:35][N:34]=[C:33]2[C:28]([S:25]([NH:24][C:18]3[CH:19]=[C:20]([I:23])[CH:21]=[CH:22][C:17]=3[C:16]([NH:15][C@@H:4]([C:5]([C:8]3[CH:9]=[CH:10][C:11]([Cl:14])=[CH:12][CH:13]=3)([CH3:7])[CH3:6])[C:3]([OH:38])=[O:2])=[O:37])(=[O:27])=[O:26])=[CH:29][CH:30]=[CH:31][C:32]=12. The yield is 0.900. (4) The reactants are [CH:1]12[NH:12][CH:9]([CH2:10][CH2:11]1)[CH2:8][C:7]1[CH:6]=[CH:5][C:4]([NH2:13])=[CH:3][C:2]2=1.Cl[C:15]1[N:20]=[C:19]([NH:21][C:22]2[CH:31]=[CH:30][CH:29]=[CH:28][C:23]=2[C:24]([NH:26][CH3:27])=[O:25])[C:18]([Cl:32])=[CH:17][N:16]=1. No catalyst specified. The product is [CH:1]12[NH:12][CH:9]([CH2:10][CH2:11]1)[CH2:8][C:7]1[CH:6]=[CH:5][C:4]([NH:13][C:15]3[N:20]=[C:19]([NH:21][C:22]4[CH:31]=[CH:30][CH:29]=[CH:28][C:23]=4[C:24]([NH:26][CH3:27])=[O:25])[C:18]([Cl:32])=[CH:17][N:16]=3)=[CH:3][C:2]2=1. The yield is 0.610. (5) The reactants are [C:1]1([S:7](Cl)(=[O:9])=[O:8])[CH:6]=[CH:5][CH:4]=[CH:3][CH:2]=1.C(=O)([O-])[O-].[K+].[K+].C(#N)C.[C:20]([NH2:24])([CH3:23])([CH3:22])[CH3:21]. No catalyst specified. The product is [C:20]([NH:24][S:7]([C:1]1[CH:6]=[CH:5][CH:4]=[CH:3][CH:2]=1)(=[O:9])=[O:8])([CH3:23])([CH3:22])[CH3:21]. The yield is 0.850. (6) The reactants are ClN1[CH:11]=[C:10]([Cl:12])[C:9]2[C:4](=[CH:5][C:6]([O:13][CH3:14])=[CH:7][CH:8]=2)C1.C([O-])([O-])=O.[Cs+].[Cs+].[CH:21]([C:24]1[CH:28]=[CH:27][NH:26][N:25]=1)([CH3:23])[CH3:22].[CH3:29][N:30](C=O)C. No catalyst specified. The product is [Cl:12][C:10]1[C:9]2[C:4](=[CH:5][C:6]([O:13][CH3:14])=[CH:7][CH:8]=2)[N:30]=[C:29]([N:26]2[CH:27]=[CH:28][C:24]([CH:21]([CH3:23])[CH3:22])=[N:25]2)[CH:11]=1. The yield is 0.140. (7) The reactants are [CH3:1][C:2]1[CH:7]=[CH:6][C:5]([NH:8][C:9](=[O:24])[C:10]2[CH:15]=[CH:14][C:13]([CH2:16][N:17]3[CH2:22][CH2:21][N:20]([CH3:23])[CH2:19][CH2:18]3)=[CH:12][CH:11]=2)=[CH:4][C:3]=1[NH:25][C:26]([N:28]1[C:32]2[N:33]=[CH:34][N:35]=[C:36](Cl)[C:31]=2[CH:30]=[CH:29]1)=[O:27].C(Cl)(=O)C.[NH2:42][C:43]1[CH:44]=[C:45]([CH:49]=[CH:50][CH:51]=1)[C:46]([NH2:48])=[O:47]. The catalyst is C(O)CCC. The product is [CH3:1][C:2]1[CH:7]=[CH:6][C:5]([NH:8][C:9](=[O:24])[C:10]2[CH:15]=[CH:14][C:13]([CH2:16][N:17]3[CH2:22][CH2:21][N:20]([CH3:23])[CH2:19][CH2:18]3)=[CH:12][CH:11]=2)=[CH:4][C:3]=1[NH:25][C:26]([N:28]1[C:32]2[N:33]=[CH:34][N:35]=[C:36]([NH:42][C:43]3[CH:51]=[CH:50][CH:49]=[C:45]([C:46](=[O:47])[NH2:48])[CH:44]=3)[C:31]=2[CH:30]=[CH:29]1)=[O:27]. The yield is 0.600. (8) The reactants are Cl[C:2]1[C:7]([N+:8]([O-])=O)=[CH:6][C:5]([C:11]([F:14])([F:13])[F:12])=[CH:4][N:3]=1.NO.Cl. The catalyst is CO.[Pd]. The product is [F:14][C:11]([F:12])([F:13])[C:5]1[CH:6]=[C:7]([NH2:8])[CH:2]=[N:3][CH:4]=1. The yield is 0.0800. (9) The catalyst is C1COCC1. The yield is 0.640. The product is [OH:17][CH2:16][CH2:15][C:13]1[CH:12]=[CH:11][N:10]=[C:9]([NH:8][C:6](=[O:7])[O:5][C:1]([CH3:3])([CH3:2])[CH3:4])[CH:14]=1. The reactants are [C:1]([O:5][C:6]([NH:8][C:9]1[CH:14]=[C:13]([CH2:15][C:16](OCC)=[O:17])[CH:12]=[CH:11][N:10]=1)=[O:7])([CH3:4])([CH3:3])[CH3:2].CC(C[AlH]CC(C)C)C.O.